From a dataset of HIV replication inhibition screening data with 41,000+ compounds from the AIDS Antiviral Screen. Binary Classification. Given a drug SMILES string, predict its activity (active/inactive) in a high-throughput screening assay against a specified biological target. (1) The compound is CCOC(=O)C(C)(C)Oc1ccc2c(-c3ccccc3)cc(=O)oc2c1. The result is 0 (inactive). (2) The molecule is COc1ccc(N2C(=O)C3c4[nH]c5ccccc5c4C4CCCCC4C3C2=O)cc1. The result is 0 (inactive). (3) The result is 0 (inactive). The compound is OC1(c2ccccc2)CCCCCCCCC(O)(c2ccccc2)CCCCCCCC1. (4) The compound is CCN(CC)CCCC(C)Nc1ccnc2cc(Cl)ccc12. The result is 0 (inactive). (5) The drug is COc1ccc(-c2nc3c(=O)n(C)c(=O)nc-3n(C)n2)cc1OC. The result is 0 (inactive). (6) The drug is CCCC1CC2CCCCN2C2CCCN12. The result is 0 (inactive).